Dataset: Catalyst prediction with 721,799 reactions and 888 catalyst types from USPTO. Task: Predict which catalyst facilitates the given reaction. (1) Reactant: CS([O:5][CH2:6][C:7]1[S:8][CH:9]=[C:10]([C:12]2[CH:17]=[CH:16][CH:15]=[CH:14][C:13]=2[Cl:18])[N:11]=1)(=O)=O. Product: [Cl:18][C:13]1[CH:14]=[CH:15][CH:16]=[CH:17][C:12]=1[C:10]1[N:11]=[C:7]([CH:6]=[O:5])[S:8][CH:9]=1. The catalyst class is: 327. (2) Reactant: Cl[Si:2]([CH3:20])([CH3:19])[CH:3]1[C:11]2[C:6](=[C:7]([C:12]3[CH:17]=[CH:16][CH:15]=[CH:14][CH:13]=3)[CH:8]=[CH:9][CH:10]=2)[CH:5]=[C:4]1[CH3:18].[CH3:21][C:22]1[CH-:26][C:25]([CH3:27])=[C:24]([CH3:28])[C:23]=1[CH3:29].[Na+]. Product: [CH3:19][Si:2]([CH3:20])([CH:3]1[C:11]2[C:6](=[C:7]([C:12]3[CH:17]=[CH:16][CH:15]=[CH:14][CH:13]=3)[CH:8]=[CH:9][CH:10]=2)[CH:5]=[C:4]1[CH3:18])[C:26]1[CH:25]([CH3:27])[C:24]([CH3:28])=[C:23]([CH3:29])[C:22]=1[CH3:21]. The catalyst class is: 7. (3) Reactant: [NH2:1][C:2]([C:4]1[CH:9]=[C:8]([O:10][C:11]2[CH:16]=[CH:15][C:14]([CH2:17][CH2:18][C:19]([OH:21])=O)=[CH:13][CH:12]=2)[CH:7]=[CH:6][N:5]=1)=[O:3].CN(C(ON1N=NC2C=CC=NC1=2)=[N+](C)C)C.F[P-](F)(F)(F)(F)F.CCN(C(C)C)C(C)C.[Cl:55][C:56]1[CH:62]=[CH:61][C:59]([NH2:60])=[CH:58][C:57]=1[C:63]([F:66])([F:65])[F:64]. The catalyst class is: 31. Product: [Cl:55][C:56]1[CH:62]=[CH:61][C:59]([NH:60][C:19](=[O:21])[CH2:18][CH2:17][C:14]2[CH:13]=[CH:12][C:11]([O:10][C:8]3[CH:7]=[CH:6][N:5]=[C:4]([C:2]([NH2:1])=[O:3])[CH:9]=3)=[CH:16][CH:15]=2)=[CH:58][C:57]=1[C:63]([F:64])([F:65])[F:66]. (4) Reactant: [CH:1]([O:4][C:5](=[O:32])[NH:6][CH:7]1[CH2:12][CH2:11][CH:10]([NH:13][C:14](=[O:31])[C:15]2[CH:20]=[C:19]([OH:21])[CH:18]=[C:17]([O:22][C:23]3[CH:28]=[CH:27][C:26]([C:29]#[N:30])=[CH:25][CH:24]=3)[CH:16]=2)[CH2:9][CH2:8]1)([CH3:3])[CH3:2].[Br:33][C:34]1[CH:35]=[C:36](B(O)O)[CH:37]=[CH:38][CH:39]=1.N1C=CC=C[CH:44]=1. Product: [C:1]([O:4][C:5](=[O:32])[NH:6][CH:7]1[CH2:12][CH2:11][CH:10]([NH:13][C:14](=[O:31])[C:15]2[CH:16]=[C:17]([O:22][C:23]3[CH:28]=[CH:27][C:26]([C:29]#[N:30])=[CH:25][CH:24]=3)[CH:18]=[C:19]([O:21][C:38]3[CH:37]=[CH:36][CH:35]=[C:34]([Br:33])[CH:39]=3)[CH:20]=2)[CH2:9][CH2:8]1)([CH3:44])([CH3:3])[CH3:2]. The catalyst class is: 221. (5) Reactant: [CH3:1][C:2]1([CH3:29])[CH:7]2[CH:8]3[CH2:22][CH2:21][CH:20]=[CH:19][C:9]3=[C:10]3[C:18]([CH2:17][C:16]4[CH:15]=[CH:14][CH:13]=[CH:12][C:11]3=4)=[C:6]2[C:5](C)([CH3:23])[C:4]([CH3:26])([CH3:25])[C:3]1([CH3:28])[CH3:27].[CH3:30]CCCCC.C([Li])CCC.[F:41][C:42]([F:66])([F:65])[C:43]1[CH:44]=[C:45]([C:49]([C:55]2[CH:60]=[CH:59][CH:58]=[C:57]([C:61]([F:64])([F:63])[F:62])[CH:56]=2)=[C:50]2[CH:54]=[CH:53][CH:52]=[CH:51]2)[CH:46]=[CH:47][CH:48]=1. Product: [F:41][C:42]([F:65])([F:66])[C:43]1[CH:44]=[C:45]([C:49]([C:55]2[CH:60]=[CH:59][CH:58]=[C:57]([C:61]([F:64])([F:62])[F:63])[CH:56]=2)([CH:50]2[CH:51]=[CH:52][CH:53]=[CH:54]2)[C:7]2([CH3:30])[C:6]3[C:5]([CH3:23])([CH:12]4[CH2:13][CH2:14][CH:15]=[CH:16][C:11]4=[C:10]4[C:18]=3[CH2:17][C:19]3[CH:20]=[CH:21][CH:22]=[CH:8][C:9]4=3)[C:4]([CH3:26])([CH3:25])[C:3]([CH3:28])([CH3:27])[C:2]2([CH3:1])[CH3:29])[CH:46]=[CH:47][CH:48]=1. The catalyst class is: 7. (6) Reactant: Cl[C:2]1[C:7]([N+:8]([O-:10])=[O:9])=[CH:6][N:5]=[C:4]2[CH:11]=[CH:12][S:13][C:3]=12.[NH2:14][C@H:15]1[CH2:20][CH2:19][C@H:18]([CH2:21][NH:22][C:23](=[O:29])[O:24][C:25]([CH3:28])([CH3:27])[CH3:26])[CH2:17][CH2:16]1.C(N(CC)CC)C. Product: [N+:8]([C:7]1[C:2]([NH:14][C@H:15]2[CH2:20][CH2:19][C@H:18]([CH2:21][NH:22][C:23](=[O:29])[O:24][C:25]([CH3:27])([CH3:26])[CH3:28])[CH2:17][CH2:16]2)=[C:3]2[S:13][CH:12]=[CH:11][C:4]2=[N:5][CH:6]=1)([O-:10])=[O:9]. The catalyst class is: 32.